From a dataset of Full USPTO retrosynthesis dataset with 1.9M reactions from patents (1976-2016). Predict the reactants needed to synthesize the given product. (1) Given the product [Br-:37].[C:2]([CH2:5][CH2:6][CH2:7][CH2:8][CH2:9][C:10]1([CH3:32])[C:18]2[C:13](=[CH:14][CH:15]=[C:16]([P:19]([OH:25])([OH:21])=[O:20])[CH:17]=2)[N+:12]([CH2:29][CH3:30])=[C:11]1[CH3:31])([OH:4])=[O:3], predict the reactants needed to synthesize it. The reactants are: [I-].[C:2]([CH2:5][CH2:6][CH2:7][CH2:8][CH2:9][C:10]1([CH3:32])[C:18]2[C:13](=[CH:14][CH:15]=[C:16]([P:19]([O:25]OCC)([O:21]OCC)=[O:20])[CH:17]=2)[N+:12]([CH2:29][CH3:30])=[C:11]1[CH3:31])([OH:4])=[O:3].C[Si]([Br:37])(C)C. (2) Given the product [CH3:12][C:3]1[CH:4]=[CH:5][C:6]([C:8]([F:11])([F:10])[F:9])=[CH:7][C:2]=1[CH2:15][C@H:16]([OH:17])[CH3:19], predict the reactants needed to synthesize it. The reactants are: Br[C:2]1[CH:7]=[C:6]([C:8]([F:11])([F:10])[F:9])[CH:5]=[CH:4][C:3]=1[CH3:12].N#N.[CH3:15][CH2:16][OH:17].[Li][CH:19](CC)C.C1CCCCC1.B(F)(F)F.C(OCC)C. (3) Given the product [OH:45][C:44]1[CH:52]=[CH:53][C:41]([CH2:40][N:39]([CH2:15][C:16]2[S:17][CH:18]=[C:19]([C:21]([NH:11][CH2:10][C:9]3[CH:12]=[CH:13][C:6]([CH2:1][CH2:2][CH2:3][CH2:4][CH3:5])=[CH:7][CH:8]=3)=[O:22])[N:20]=2)[C:32](=[O:33])/[CH:31]=[CH:30]/[C:24]2[CH:29]=[CH:28][CH:27]=[CH:26][CH:25]=2)=[CH:42][C:43]=1[C:48]([OH:49])=[O:47], predict the reactants needed to synthesize it. The reactants are: [CH2:1]([C:6]1[CH:13]=[CH:12][C:9]([CH2:10][NH2:11])=[CH:8][CH:7]=1)[CH2:2][CH2:3][CH2:4][CH3:5].Cl[CH2:15][C:16]1[S:17][CH:18]=[C:19]([C:21](Cl)=[O:22])[N:20]=1.[C:24]1(/[CH:30]=[CH:31]/[C:32](Cl)=[O:33])[CH:29]=[CH:28][CH:27]=[CH:26][CH:25]=1.C(O)(=O)C.[NH2:39][CH2:40][C:41]1[CH:53]=[CH:52][C:44]2[O:45]C(C)(C)[O:47][C:48](=[O:49])[C:43]=2[CH:42]=1.